The task is: Predict which catalyst facilitates the given reaction.. This data is from Catalyst prediction with 721,799 reactions and 888 catalyst types from USPTO. (1) Reactant: [CH3:1][CH:2]([CH2:7][N:8]1[CH2:13][CH2:12][CH2:11][CH2:10][CH2:9]1)[CH2:3][C:4]([OH:6])=[O:5].C1N=CN(C(N2C=NC=C2)=O)C=1.[F:26][C:27]1[CH:28]=[C:29]([C:33]2[CH:34]=[C:35]([NH2:38])[NH:36][N:37]=2)[CH:30]=[N:31][CH:32]=1. Product: [CH:4]([OH:6])=[O:5].[F:26][C:27]1[CH:28]=[C:29]([C:33]2[CH:34]=[C:35]([NH:38][C:4](=[O:6])[CH2:3][CH:2]([CH3:1])[CH2:7][N:8]3[CH2:13][CH2:12][CH2:11][CH2:10][CH2:9]3)[NH:36][N:37]=2)[CH:30]=[N:31][CH:32]=1. The catalyst class is: 26. (2) Reactant: Br[C:2]1[C:3]([C:8]#[N:9])=[N:4][CH:5]=[CH:6][CH:7]=1.[NH:10]1[CH2:15][CH2:14][NH:13][CH2:12][CH2:11]1.CS(C)=O. Product: [N:10]1([C:2]2[C:3]([C:8]#[N:9])=[N:4][CH:5]=[CH:6][CH:7]=2)[CH2:15][CH2:14][NH:13][CH2:12][CH2:11]1. The catalyst class is: 6. (3) Reactant: [C:1]([C:3]1[CH:8]=[C:7]([N+:9]([O-])=O)[C:6]([N:12]([C:20]([O:22][C:23]([CH3:26])([CH3:25])[CH3:24])=[O:21])[C:13]([O:15][C:16]([CH3:19])([CH3:18])[CH3:17])=[O:14])=[C:5]([CH3:27])[CH:4]=1)#[N:2].S(S([O-])=O)([O-])=O.[Na+].[Na+].C(=O)(O)[O-].[Na+].CO. Product: [NH2:9][C:7]1[CH:8]=[C:3]([C:1]#[N:2])[CH:4]=[C:5]([CH3:27])[C:6]=1[N:12]([C:13]([O:15][C:16]([CH3:19])([CH3:18])[CH3:17])=[O:14])[C:20]([O:22][C:23]([CH3:26])([CH3:24])[CH3:25])=[O:21]. The catalyst class is: 20. (4) Reactant: FC(F)(F)C(O)=O.[N+:8]([C:11]1[CH:12]=[CH:13][C:14]([O:17][CH:18]2[CH2:23][CH2:22][N:21](C(OC(C)(C)C)=O)[CH2:20][CH2:19]2)=[N:15][CH:16]=1)([O-:10])=[O:9]. Product: [N+:8]([C:11]1[CH:12]=[CH:13][C:14]([O:17][CH:18]2[CH2:23][CH2:22][NH:21][CH2:20][CH2:19]2)=[N:15][CH:16]=1)([O-:10])=[O:9]. The catalyst class is: 4. (5) Reactant: [CH2:1]([O:8][C:9]1[CH:14]=[CH:13][C:12]([OH:15])=[CH:11][CH:10]=1)[C:2]1[CH:7]=[CH:6][CH:5]=[CH:4][CH:3]=1.C([Mg]Cl)(C)C.[Cl:21][C:22]1[S:26][C:25]([CH2:27][N:28]2[C:36]3[C:31](=[CH:32][CH:33]=[CH:34][CH:35]=3)[C:30](=[O:37])[C:29]2=[O:38])=[CH:24][CH:23]=1. Product: [CH2:1]([O:8][C:9]1[CH:10]=[CH:11][C:12]([OH:15])=[C:13]([C:30]2([OH:37])[C:31]3[C:36](=[CH:35][CH:34]=[CH:33][CH:32]=3)[N:28]([CH2:27][C:25]3[S:26][C:22]([Cl:21])=[CH:23][CH:24]=3)[C:29]2=[O:38])[CH:14]=1)[C:2]1[CH:3]=[CH:4][CH:5]=[CH:6][CH:7]=1. The catalyst class is: 7. (6) Reactant: [F:1][C:2]([F:23])([F:22])[C:3]([N:5]([C@@H:13]1[CH2:15][C@H:14]1[C:16]1[CH:21]=[CH:20][CH:19]=[CH:18][CH:17]=1)[CH2:6][CH:7]1[CH2:12][CH2:11][NH:10][CH2:9][CH2:8]1)=[O:4].C(=O)([O-])[O-].[K+].[K+].Br[CH2:31][CH2:32][OH:33]. Product: [F:23][C:2]([F:1])([F:22])[C:3]([N:5]([CH2:6][CH:7]1[CH2:8][CH2:9][N:10]([CH2:31][CH2:32][OH:33])[CH2:11][CH2:12]1)[C@@H:13]1[CH2:15][C@H:14]1[C:16]1[CH:21]=[CH:20][CH:19]=[CH:18][CH:17]=1)=[O:4]. The catalyst class is: 10. (7) Reactant: C(OC(=O)[NH:7][CH:8]([CH3:40])[C:9]([NH:11][CH2:12][C:13]1[CH:18]=[CH:17][CH:16]=[C:15]([N:19]2[C:23]([C:24]3[O:25][C:26]([NH:29][C:30]4[CH:35]=[CH:34][CH:33]=[CH:32][CH:31]=4)=[N:27][N:28]=3)=[CH:22][C:21]([C:36]([F:39])([F:38])[F:37])=[N:20]2)[CH:14]=1)=[O:10])(C)(C)C. Product: [C:30]1([NH:29][C:26]2[O:25][C:24]([C:23]3[N:19]([C:15]4[CH:14]=[C:13]([CH:18]=[CH:17][CH:16]=4)[CH2:12][NH:11][C:9](=[O:10])[CH:8]([NH2:7])[CH3:40])[N:20]=[C:21]([C:36]([F:37])([F:39])[F:38])[CH:22]=3)=[N:28][N:27]=2)[CH:31]=[CH:32][CH:33]=[CH:34][CH:35]=1. The catalyst class is: 620. (8) Reactant: [Cl:1][C:2]1[CH:7]=[CH:6][C:5]([C:8]2[N:13]=[C:12]([NH:14][CH2:15][C:16]3[CH:21]=[CH:20][CH:19]=[CH:18][CH:17]=3)[C:11]([NH:22][CH2:23][C:24]3[CH:29]=[CH:28][CH:27]=[CH:26][CH:25]=3)=[C:10]([C:30]([O:32][CH3:33])=[O:31])[N:9]=2)=[C:4]([F:34])[C:3]=1[O:35][CH3:36].[CH:37](=O)[CH3:38]. Product: [Cl:1][C:2]1[CH:7]=[CH:6][C:5]([C:8]2[N:13]=[C:12]3[C:11]([N:22]([CH2:23][C:24]4[CH:25]=[CH:26][CH:27]=[CH:28][CH:29]=4)[CH:37]([CH3:38])[N:14]3[CH2:15][C:16]3[CH:17]=[CH:18][CH:19]=[CH:20][CH:21]=3)=[C:10]([C:30]([O:32][CH3:33])=[O:31])[N:9]=2)=[C:4]([F:34])[C:3]=1[O:35][CH3:36]. The catalyst class is: 8. (9) Reactant: [CH3:1][C:2]1[N:7]=[C:6]([C:8]([OH:10])=O)[CH:5]=[CH:4][CH:3]=1.F[P-](F)(F)(F)(F)F.ClC(=[N+]1CCCC1)N1CCCC1.C(N(C(C)C)CC)(C)C.[CH2:39]([S:46]([N:49]1[CH:53]=[CH:52][C:51]([NH2:54])=[CH:50]1)(=[O:48])=[O:47])[C:40]1[CH:45]=[CH:44][CH:43]=[CH:42][CH:41]=1. The catalyst class is: 26. Product: [CH2:39]([S:46]([N:49]1[CH:53]=[CH:52][C:51]([NH:54][C:8](=[O:10])[C:6]2[CH:5]=[CH:4][CH:3]=[C:2]([CH3:1])[N:7]=2)=[CH:50]1)(=[O:48])=[O:47])[C:40]1[CH:45]=[CH:44][CH:43]=[CH:42][CH:41]=1. (10) Reactant: [CH3:1][C:2]1[N:7]=[CH:6][C:5]([CH2:8]O)=[CH:4][CH:3]=1.S(Br)([Br:12])=O. Product: [BrH:12].[Br:12][CH2:8][C:5]1[CH:4]=[CH:3][C:2]([CH3:1])=[N:7][CH:6]=1. The catalyst class is: 4.